Task: Predict the reactants needed to synthesize the given product.. Dataset: Full USPTO retrosynthesis dataset with 1.9M reactions from patents (1976-2016) (1) Given the product [C:1]([O:5][C@@H:6]([C:12]1[C:13]([CH3:34])=[N:14][C:15]([CH3:33])=[C:16]([C:26]2[CH:31]=[CH:30][C:29]([O:32][CH2:41][C:40]3[S:39][C:38]([C:43]4[CH:44]=[CH:45][CH:46]=[CH:47][CH:48]=4)=[N:37][C:36]=3[CH3:35])=[CH:28][CH:27]=2)[C:17]=1[N:18]1[CH2:19][CH2:20][C:21]([CH3:24])([CH3:25])[CH2:22][CH2:23]1)[C:7]([OH:9])=[O:8])([CH3:3])([CH3:2])[CH3:4], predict the reactants needed to synthesize it. The reactants are: [C:1]([O:5][C@@H:6]([C:12]1[C:13]([CH3:34])=[N:14][C:15]([CH3:33])=[C:16]([C:26]2[CH:31]=[CH:30][C:29]([OH:32])=[CH:28][CH:27]=2)[C:17]=1[N:18]1[CH2:23][CH2:22][C:21]([CH3:25])([CH3:24])[CH2:20][CH2:19]1)[C:7]([O:9]CC)=[O:8])([CH3:4])([CH3:3])[CH3:2].[CH3:35][C:36]1[N:37]=[C:38]([C:43]2[CH:48]=[CH:47][CH:46]=[CH:45][CH:44]=2)[S:39][C:40]=1[CH2:41]O.CCOC(/N=N/C(OCC)=O)=O.[OH-].[Na+]. (2) Given the product [Cl:8][C:9]1[CH:19]=[CH:18][CH:17]=[C:16]([F:20])[C:10]=1[CH2:11][S:12][CH2:13][CH2:14][NH:15][CH2:2][CH2:1][CH2:7][S:4]([OH:3])(=[O:6])=[O:5], predict the reactants needed to synthesize it. The reactants are: [CH2:1]1[CH2:7][S:4](=[O:6])(=[O:5])[O:3][CH2:2]1.[Cl:8][C:9]1[CH:19]=[CH:18][CH:17]=[C:16]([F:20])[C:10]=1[CH2:11][S:12][CH2:13][CH2:14][NH2:15].